From a dataset of Reaction yield outcomes from USPTO patents with 853,638 reactions. Predict the reaction yield, written as a fraction of the theoretical maximum amount of product (1.0 means a 100% yield; for example, 0.34 means a 34% yield). The reactants are [F:1][C:2]([F:33])([F:32])[O:3][C:4]1[CH:9]=[CH:8][C:7]([NH:10][CH:11]2[CH2:16][CH2:15][N:14]([C@H:17]([CH3:31])[CH2:18][CH2:19][NH:20][C:21]([C:23]3[C:28]([CH3:29])=[N:27][CH2:26][N:25](C)[CH:24]=3)=[O:22])[CH2:13][CH2:12]2)=[CH:6][CH:5]=1.Br[CH2:35][C:36]1[CH:40]=[CH:39][S:38][CH:37]=1.[CH3:41]C#N. No catalyst specified. The product is [S:38]1[CH:39]=[CH:40][C:36]([CH2:35][N:10]([C:7]2[CH:6]=[CH:5][C:4]([O:3][C:2]([F:32])([F:33])[F:1])=[CH:9][CH:8]=2)[CH:11]2[CH2:16][CH2:15][N:14]([C@H:17]([CH3:31])[CH2:18][CH2:19][NH:20][C:21]([C:23]3[C:28]([CH3:29])=[N:27][CH:26]=[N:25][C:24]=3[CH3:41])=[O:22])[CH2:13][CH2:12]2)=[CH:37]1. The yield is 0.100.